This data is from Reaction yield outcomes from USPTO patents with 853,638 reactions. The task is: Predict the reaction yield, written as a fraction of the theoretical maximum amount of product (1.0 means a 100% yield; for example, 0.34 means a 34% yield). (1) The reactants are C([N:8]1[CH2:13][CH2:12][N:11]([C:14]([C:16]2[CH:21]=[CH:20][CH:19]=[CH:18][C:17]=2[C:22]([F:25])([F:24])[F:23])=[O:15])[CH2:10][CH2:9]1)C1C=CC=CC=1. The catalyst is O.CO.[Pd]. The product is [N:11]1([C:14]([C:16]2[CH:21]=[CH:20][CH:19]=[CH:18][C:17]=2[C:22]([F:24])([F:23])[F:25])=[O:15])[CH2:12][CH2:13][NH:8][CH2:9][CH2:10]1. The yield is 0.860. (2) The reactants are [CH3:1][C:2]1([CH3:22])[CH2:7][O:6][C:5]([CH2:14][S:15][CH2:16][C:17]([O:19]CC)=[O:18])([C:8]2[CH:13]=[CH:12][CH:11]=[CH:10][CH:9]=2)[O:4][CH2:3]1.[Li+].[OH-]. The catalyst is C1COCC1.O. The product is [CH3:1][C:2]1([CH3:22])[CH2:7][O:6][C:5]([CH2:14][S:15][CH2:16][C:17]([OH:19])=[O:18])([C:8]2[CH:13]=[CH:12][CH:11]=[CH:10][CH:9]=2)[O:4][CH2:3]1. The yield is 0.960.